Task: Predict which catalyst facilitates the given reaction.. Dataset: Catalyst prediction with 721,799 reactions and 888 catalyst types from USPTO (1) Reactant: [Cl:1][C:2]1[CH:26]=[CH:25][C:5]([O:6][C:7]2[CH:12]=[CH:11][C:10]([C:13](=[O:20])[CH2:14][N:15]3[CH:19]=[N:18][CH:17]=[N:16]3)=[C:9]([C:21]([F:24])([F:23])[F:22])[CH:8]=2)=[CH:4][CH:3]=1.[C:27]([Mg]Br)#[C:28][CH3:29]. Product: [Cl:1][C:2]1[CH:3]=[CH:4][C:5]([O:6][C:7]2[CH:12]=[CH:11][C:10]([C:13]([OH:20])([C:27]#[C:28][CH3:29])[CH2:14][N:15]3[CH:19]=[N:18][CH:17]=[N:16]3)=[C:9]([C:21]([F:24])([F:22])[F:23])[CH:8]=2)=[CH:25][CH:26]=1. The catalyst class is: 1. (2) Reactant: [OH:1][CH2:2][CH2:3][N:4](C)[C:5](=O)OC(C)(C)C.[Cl:13][C:14]1[CH:15]=[C:16]([CH:20]=[CH:21][CH:22]=1)[C:17](Cl)=[O:18].N1C=CC=CC=1. Product: [ClH:13].[Cl:13][C:14]1[CH:15]=[C:16]([CH:20]=[CH:21][CH:22]=1)[C:17]([O:1][CH2:2][CH2:3][NH:4][CH3:5])=[O:18]. The catalyst class is: 13.